From a dataset of Catalyst prediction with 721,799 reactions and 888 catalyst types from USPTO. Predict which catalyst facilitates the given reaction. (1) Reactant: [H-].[Na+].C(OP([CH2:11][C:12]1[CH:13]=[C:14]([CH:27]=[CH:28][CH:29]=1)[O:15][C:16]1[N:21]=[C:20]([CH3:22])[C:19]([C:23]([F:26])([F:25])[F:24])=[CH:18][CH:17]=1)(OCC)=O)C.[CH2:30]1[O:40][C:33]2([CH2:38][CH2:37][C:36](=O)[CH2:35][CH2:34]2)[O:32][CH2:31]1. Product: [O:32]1[C:33]2([CH2:38][CH2:37][C:36](=[CH:11][C:12]3[CH:13]=[C:14]([CH:27]=[CH:28][CH:29]=3)[O:15][C:16]3[N:21]=[C:20]([CH3:22])[C:19]([C:23]([F:24])([F:25])[F:26])=[CH:18][CH:17]=3)[CH2:35][CH2:34]2)[O:40][CH2:30][CH2:31]1. The catalyst class is: 1. (2) Product: [CH3:1][O:2][C:3](=[O:40])[C@@H:4]([NH:32][C:33]([O:35][C:36]([CH3:38])([CH3:37])[CH3:39])=[O:34])[CH2:5][C:6]1[CH:31]=[CH:30][C:9]2[O:10][C@H:11]([C:14]3[CH:15]=[CH:16][C:17]([O:20][CH2:21][C:22]4[CH:27]=[CH:26][C:25]([Cl:28])=[C:24]([Cl:29])[CH:23]=4)=[CH:18][CH:19]=3)[CH2:12][O:13][C:8]=2[CH:7]=1. The catalyst class is: 795. Reactant: [CH3:1][O:2][C:3](=[O:40])[C:4]([NH:32][C:33]([O:35][C:36]([CH3:39])([CH3:38])[CH3:37])=[O:34])=[CH:5][C:6]1[CH:31]=[CH:30][C:9]2[O:10][C@H:11]([C:14]3[CH:19]=[CH:18][C:17]([O:20][CH2:21][C:22]4[CH:27]=[CH:26][C:25]([Cl:28])=[C:24]([Cl:29])[CH:23]=4)=[CH:16][CH:15]=3)[CH2:12][O:13][C:8]=2[CH:7]=1. (3) Reactant: [C:1]([OH:4])(=O)C.[Cl:5][C:6]1[CH:7]=[C:8]([NH2:22])[CH:9]=[CH:10][C:11]=1[S:12][CH:13]1[CH2:19][CH:18]2[N:20]([CH3:21])[CH:15]([CH2:16][CH2:17]2)[CH2:14]1. Product: [Cl:5][C:6]1[CH:7]=[C:8]([NH:22][CH:1]=[O:4])[CH:9]=[CH:10][C:11]=1[S:12][CH:13]1[CH2:14][CH:15]2[N:20]([CH3:21])[CH:18]([CH2:17][CH2:16]2)[CH2:19]1. The catalyst class is: 106. (4) Reactant: [OH:1][CH2:2][CH2:3][O:4][C:5]1[CH:13]=[CH:12][C:8](C(O)=O)=[CH:7][CH:6]=1.[C:14]([O:18]C=C)(=[O:17])C=C.C[O:29][C:26]1[CH:28]=[CH:27][C:26]([OH:29])=[CH:28][CH:27]=1. Product: [C:26]([O:1][CH2:2][CH2:3][O:4][C:5]1[CH:6]=[CH:7][CH:8]=[CH:12][C:13]=1[C:14]([OH:18])=[O:17])(=[O:29])[CH:27]=[CH2:28]. The catalyst class is: 1. (5) Reactant: Br[CH2:2][C:3]([C:5]1[CH:14]=[CH:13][C:12]2[C:7](=[CH:8][CH:9]=[CH:10][CH:11]=2)[CH:6]=1)=[O:4].[CH3:15][O:16][C:17]1[CH:18]=[C:19]([CH2:23][NH:24][CH3:25])[CH:20]=[CH:21][CH:22]=1.C(N(CC)CC)C. Product: [CH3:15][O:16][C:17]1[CH:18]=[C:19]([CH:20]=[CH:21][CH:22]=1)[CH2:23][N:24]([CH3:25])[CH2:2][C:3]([C:5]1[CH:14]=[CH:13][C:12]2[C:7](=[CH:8][CH:9]=[CH:10][CH:11]=2)[CH:6]=1)=[O:4]. The catalyst class is: 4. (6) Reactant: B1(C)OC(C2C=CC=CC=2)(C2C=CC=CC=2)[C@H]2N1CCC2.[C:22]([CH2:30][CH2:31][C:32]([O:34][CH3:35])=[O:33])(=[O:29])[C:23]1[CH:28]=[CH:27][CH:26]=[CH:25][CH:24]=1.C([O-])([O-])=O.[K+].[K+]. Product: [OH:29][C@@H:22]([C:23]1[CH:24]=[CH:25][CH:26]=[CH:27][CH:28]=1)[CH2:30][CH2:31][C:32]([O:34][CH3:35])=[O:33]. The catalyst class is: 1. (7) Reactant: [OH:1][C:2]1[CH:3]=[CH:4][CH:5]=[C:6]2[C:11]=1[CH2:10][C:9](=O)[CH2:8][CH2:7]2.[N+:13]([C:16]1[CH:21]=[CH:20][CH:19]=[CH:18][C:17]=1[S:22]([N:25]([CH2:35][C:36]1[CH:41]=[CH:40][CH:39]=[CH:38][N:37]=1)[CH2:26][C:27]1[CH:32]=[CH:31][C:30]([CH2:33][NH2:34])=[CH:29][CH:28]=1)(=[O:24])=[O:23])([O-:15])=[O:14].[BH-](OC(C)=O)(OC(C)=O)OC(C)=O.[Na+]. Product: [N+:13]([C:16]1[CH:21]=[CH:20][CH:19]=[CH:18][C:17]=1[S:22]([N:25]([CH2:35][C:36]1[CH:41]=[CH:40][CH:39]=[CH:38][N:37]=1)[CH2:26][C:27]1[CH:32]=[CH:31][C:30]([CH2:33][NH:34][CH:9]2[CH2:8][CH2:7][C:6]3[C:11](=[C:2]([OH:1])[CH:3]=[CH:4][CH:5]=3)[CH2:10]2)=[CH:29][CH:28]=1)(=[O:23])=[O:24])([O-:15])=[O:14]. The catalyst class is: 322. (8) Reactant: [C:1]([O:12][CH3:13])(=[O:11])[C:2]1[CH:10]=[CH:9][C:5]([C:6]([O-:8])=O)=[CH:4][CH:3]=1.ON1C2N=CC=CC=2N=N1.[Br:24][C:25]1[CH:26]=[CH:27][C:28]([O:39][CH2:40][CH:41]([CH3:43])[CH3:42])=[C:29]([CH2:31][N:32]2[C:36]([CH3:37])=[CH:35][C:34]([NH2:38])=[N:33]2)[CH:30]=1. Product: [Br:24][C:25]1[CH:26]=[CH:27][C:28]([O:39][CH2:40][CH:41]([CH3:43])[CH3:42])=[C:29]([CH2:31][N:32]2[C:36]([CH3:37])=[CH:35][C:34]([NH:38][C:6]([C:5]3[CH:4]=[CH:3][C:2]([C:1]([O:12][CH3:13])=[O:11])=[CH:10][CH:9]=3)=[O:8])=[N:33]2)[CH:30]=1. The catalyst class is: 2. (9) Reactant: [NH2:1][C:2]1[N:10]=[CH:9][N:8]=[C:7]2[C:3]=1[N:4]=[C:5]([S:18][C:19]1[CH:27]=[CH:26][C:22]3[O:23][CH2:24][O:25][C:21]=3[CH:20]=1)[N:6]2[CH2:11][CH2:12][CH2:13][O:14]C(=O)C.C([O-])([O-])=O.[K+].[K+]. Product: [NH2:1][C:2]1[N:10]=[CH:9][N:8]=[C:7]2[C:3]=1[N:4]=[C:5]([S:18][C:19]1[CH:27]=[CH:26][C:22]3[O:23][CH2:24][O:25][C:21]=3[CH:20]=1)[N:6]2[CH2:11][CH2:12][CH2:13][OH:14]. The catalyst class is: 36.